Dataset: Full USPTO retrosynthesis dataset with 1.9M reactions from patents (1976-2016). Task: Predict the reactants needed to synthesize the given product. (1) Given the product [N:6]1([CH2:5][CH2:4][CH2:3][CH2:2][N:28]2[CH2:29][CH2:30][CH:25]([C:15]3[C:24]4[C:19](=[CH:20][CH:21]=[CH:22][CH:23]=4)[CH:18]=[CH:17][CH:16]=3)[CH2:26][CH2:27]2)[C:10]2[CH:11]=[CH:12][CH:13]=[CH:14][C:9]=2[N:8]=[N:7]1, predict the reactants needed to synthesize it. The reactants are: Cl[CH2:2][CH2:3][CH2:4][CH2:5][N:6]1[C:10]2[CH:11]=[CH:12][CH:13]=[CH:14][C:9]=2[N:8]=[N:7]1.[C:15]1([CH:25]2[CH2:30][CH2:29][NH:28][CH2:27][CH2:26]2)[C:24]2[C:19](=[CH:20][CH:21]=[CH:22][CH:23]=2)[CH:18]=[CH:17][CH:16]=1.C(N(C(C)C)CC)(C)C.[I-].[K+]. (2) Given the product [NH:20]1[C:28]2=[N:27][CH:26]=[CH:25][CH:24]=[C:23]2[C:22]([CH:29]=[C:11]2[O:10][C:9]([NH:8][C:5]3[CH:4]=[CH:3][C:2]([Cl:1])=[CH:7][CH:6]=3)=[C:13]([C:14]([O:16][CH2:17][CH3:18])=[O:15])[C:12]2=[O:19])=[CH:21]1, predict the reactants needed to synthesize it. The reactants are: [Cl:1][C:2]1[CH:7]=[CH:6][C:5]([NH:8][C:9]2[O:10][CH2:11][C:12](=[O:19])[C:13]=2[C:14]([O:16][CH2:17][CH3:18])=[O:15])=[CH:4][CH:3]=1.[NH:20]1[C:28]2[C:23](=[CH:24][CH:25]=[CH:26][N:27]=2)[C:22]([CH:29]=O)=[CH:21]1.N1CCCCC1.